From a dataset of Experimental lipophilicity measurements (octanol/water distribution) for 4,200 compounds from AstraZeneca. Regression/Classification. Given a drug SMILES string, predict its absorption, distribution, metabolism, or excretion properties. Task type varies by dataset: regression for continuous measurements (e.g., permeability, clearance, half-life) or binary classification for categorical outcomes (e.g., BBB penetration, CYP inhibition). For this dataset (lipophilicity_astrazeneca), we predict Y. (1) The compound is Cn1sc(=O)c2cc(S(N)(=O)=O)ccc21. The Y is 0.300 logD. (2) The compound is Cc1sc2c(c1C)C(c1ccc(Cl)cc1)=N[C@@H](CC(=O)OC(C)(C)C)c1nnc(C)n1-2. The Y is 3.82 logD. (3) The molecule is Cc1c(Sc2ccc(Cl)cc2)c2c(-c3ccccc3)cccc2n1CC(=O)O. The Y is 2.61 logD. (4) The compound is Cc1c(CCC(=O)O)c(=O)oc2cc(O)ccc12. The Y is -0.700 logD. (5) The molecule is CC1(COc2cc(-c3cccc4c(=O)cc(N5CCOCC5)oc34)ccc2NC(=O)CN2CCOCC2)COC1. The Y is 2.20 logD.